Dataset: Reaction yield outcomes from USPTO patents with 853,638 reactions. Task: Predict the reaction yield, written as a fraction of the theoretical maximum amount of product (1.0 means a 100% yield; for example, 0.34 means a 34% yield). (1) The reactants are S(=O)(=O)(O)O.CO[C:8]1[CH:9]=[C:10]2[C:15](=[C:16]3[CH2:20][C:19]([CH3:22])([CH3:21])[O:18][C:17]=13)[C:14]([C:23]1[CH:28]=[CH:27][CH:26]=[CH:25][CH:24]=1)=[N:13][C:12]([CH3:30])([CH3:29])[CH2:11]2.[CH2:31]=[O:32].[Br-:33].[Na+].[C:35](O)(=O)C. No catalyst specified. The product is [Br:33][CH2:8][C:9]1[C:31]([O:32][CH3:35])=[C:17]2[O:18][C:19]([CH3:21])([CH3:22])[CH2:20][C:16]2=[C:15]2[C:10]=1[CH2:11][C:12]([CH3:29])([CH3:30])[N:13]=[C:14]2[C:23]1[CH:28]=[CH:27][CH:26]=[CH:25][CH:24]=1. The yield is 0.500. (2) The reactants are Cl[C:2]1[N:7]=[C:6]([CH3:8])[N:5]=[C:4]([N:9]([CH2:19][C:20]2[CH:25]=[CH:24][C:23]([O:26][CH3:27])=[CH:22][CH:21]=2)[CH2:10][C:11]2[CH:16]=[CH:15][C:14]([O:17][CH3:18])=[CH:13][CH:12]=2)[N:3]=1.[IH:28]. The catalyst is C(Cl)Cl.C([O-])(O)=O.[Na+]. The product is [I:28][C:2]1[N:7]=[C:6]([CH3:8])[N:5]=[C:4]([N:9]([CH2:19][C:20]2[CH:25]=[CH:24][C:23]([O:26][CH3:27])=[CH:22][CH:21]=2)[CH2:10][C:11]2[CH:16]=[CH:15][C:14]([O:17][CH3:18])=[CH:13][CH:12]=2)[N:3]=1. The yield is 0.654. (3) The reactants are [CH3:1][N:2]([S:28]([C:31]1[S:32][CH:33]=[CH:34][CH:35]=1)(=[O:30])=[O:29])[C:3]1[CH:4]=[CH:5][CH:6]=[C:7]2[C:11]=1[NH:10][C:9]([C:12]1[S:13][C:14]([CH2:17][N:18]3[CH2:23][CH2:22][N:21]([CH2:24][C:25](O)=[O:26])[CH2:20][CH2:19]3)=[CH:15][N:16]=1)=[CH:8]2.[N:36]1(O)[C:40]2C=CC=CC=2N=N1.Cl.CN(C)CCCN=C=NCC.CN.C(=O)([O-])O.[Na+]. The catalyst is CN(C)C=O.C1COCC1. The yield is 0.670. The product is [CH3:40][NH:36][C:25](=[O:26])[CH2:24][N:21]1[CH2:20][CH2:19][N:18]([CH2:17][C:14]2[S:13][C:12]([C:9]3[NH:10][C:11]4[C:7]([CH:8]=3)=[CH:6][CH:5]=[CH:4][C:3]=4[N:2]([CH3:1])[S:28]([C:31]3[S:32][CH:33]=[CH:34][CH:35]=3)(=[O:30])=[O:29])=[N:16][CH:15]=2)[CH2:23][CH2:22]1. (4) The reactants are [F:1][C:2]1[CH:7]=[CH:6][C:5]([N:8]2[C:12]([CH3:13])=[CH:11][C:10]([CH:14]=[O:15])=[C:9]2[CH3:16])=[C:4]([C:17]([F:20])([F:19])[F:18])[CH:3]=1.[O-:21][Mn](=O)(=O)=O.[K+].OO. The catalyst is CC(C)=O. The product is [F:1][C:2]1[CH:7]=[CH:6][C:5]([N:8]2[C:12]([CH3:13])=[CH:11][C:10]([C:14]([OH:21])=[O:15])=[C:9]2[CH3:16])=[C:4]([C:17]([F:20])([F:18])[F:19])[CH:3]=1. The yield is 0.620. (5) The reactants are [Cl:1][C:2]1[CH:9]=[CH:8][C:5]([C:6]#[N:7])=[C:4]([O:10][C:11]2[CH:16]=[CH:15][CH:14]=[C:13]([CH2:17]Cl)[C:12]=2[CH2:19][CH2:20][CH3:21])[CH:3]=1.[CH3:22][NH2:23].[C:24]([OH:31])(=[O:30])/[CH:25]=[CH:26]/[C:27]([OH:29])=[O:28]. The catalyst is C(O)C.CO. The product is [C:24]([OH:31])(=[O:30])/[CH:25]=[CH:26]/[C:27]([OH:29])=[O:28].[Cl:1][C:2]1[CH:9]=[CH:8][C:5]([C:6]#[N:7])=[C:4]([O:10][C:11]2[CH:16]=[CH:15][CH:14]=[C:13]([CH2:17][NH:23][CH3:22])[C:12]=2[CH2:19][CH2:20][CH3:21])[CH:3]=1. The yield is 0.750. (6) The reactants are [F:1][C:2]1[CH:7]=[CH:6][C:5]([CH:8]2[C:17]3[C:12](=[CH:13][C:14]([C:18]4[N:23]=[N:22][C:21]([N:24](C)[C:25](=O)OC(C)(C)C)=[CH:20][CH:19]=4)=[CH:15][CH:16]=3)[CH2:11][N:10](C)[CH2:9]2)=[CH:4][CH:3]=1.CN(C1C2C(N(C)C)=CC=CC=2C=CC=1)C.ClC(OC(Cl)C)=O. The catalyst is ClCCCl. The product is [F:1][C:2]1[CH:3]=[CH:4][C:5]([CH:8]2[C:17]3[C:12](=[CH:13][C:14]([C:18]4[N:23]=[N:22][C:21]([NH:24][CH3:25])=[CH:20][CH:19]=4)=[CH:15][CH:16]=3)[CH2:11][NH:10][CH2:9]2)=[CH:6][CH:7]=1. The yield is 0.200.